Dataset: Forward reaction prediction with 1.9M reactions from USPTO patents (1976-2016). Task: Predict the product of the given reaction. (1) The product is: [CH2:1]([O:8][C:9]1[CH:14]=[C:13]([O:15][C:16]2[CH:17]=[CH:18][C:19]([S:29]([CH3:34])(=[O:31])=[O:28])=[CH:20][CH:21]=2)[CH:12]=[CH:11][C:10]=1[N+:24]([O-:26])=[O:25])[C:2]1[CH:3]=[CH:4][CH:5]=[CH:6][CH:7]=1. Given the reactants [CH2:1]([O:8][C:9]1[CH:14]=[C:13]([O:15][C:16]2[CH:21]=[CH:20][C:19](SC)=[CH:18][CH:17]=2)[CH:12]=[CH:11][C:10]=1[N+:24]([O-:26])=[O:25])[C:2]1[CH:7]=[CH:6][CH:5]=[CH:4][CH:3]=1.O[O:28][S:29]([O-:31])=O.[K+].O1CCC[CH2:34]1, predict the reaction product. (2) Given the reactants [CH:1]1([N:4]2[CH2:9][CH2:8][CH2:7][C@H:6]([CH2:10][N:11]3[CH2:16][CH2:15][N:14](C(OCC4C=CC=CC=4)=O)[CH2:13][CH2:12]3)[CH2:5]2)[CH2:3][CH2:2]1, predict the reaction product. The product is: [CH:1]1([N:4]2[CH2:9][CH2:8][CH2:7][C@H:6]([CH2:10][N:11]3[CH2:16][CH2:15][NH:14][CH2:13][CH2:12]3)[CH2:5]2)[CH2:3][CH2:2]1. (3) Given the reactants [CH2:1]([O:3][C:4](=[O:29])[CH2:5][C:6]1[CH:11]=[CH:10][C:9]([O:12][CH3:13])=[C:8]([O:14][C:15]2[CH:20]=[CH:19][C:18]([NH2:21])=[CH:17][C:16]=2[CH2:22][S:23][CH2:24][C:25]([F:28])([F:27])[F:26])[CH:7]=1)[CH3:2].[C:30](Cl)(=[O:34])[CH:31]([CH3:33])[CH3:32], predict the reaction product. The product is: [CH2:1]([O:3][C:4](=[O:29])[CH2:5][C:6]1[CH:11]=[CH:10][C:9]([O:12][CH3:13])=[C:8]([O:14][C:15]2[CH:20]=[CH:19][C:18]([NH:21][C:30](=[O:34])[CH:31]([CH3:33])[CH3:32])=[CH:17][C:16]=2[CH2:22][S:23][CH2:24][C:25]([F:26])([F:27])[F:28])[CH:7]=1)[CH3:2]. (4) Given the reactants NC1C=C(OC)C(OC(C)C)=CC=1C(C1C=CC=CC=1Cl)=O.NC1C(C)=NN(CC=C)C=1Cl.[Cl:34][C:35]1[CH:40]=[CH:39][CH:38]=[CH:37][C:36]=1[C:41]1[C:47]2[CH:48]=[C:49]([O:54][CH:55]([CH3:57])[CH3:56])[C:50]([O:52][CH3:53])=[CH:51][C:46]=2[N:45]=[C:44]2[N:58](CC=C)[NH:59][C:60]([CH3:61])=[C:43]2[N:42]=1.[H-].C([Al+]CC(C)C)C(C)C, predict the reaction product. The product is: [Cl:34][C:35]1[CH:40]=[CH:39][CH:38]=[CH:37][C:36]=1[C:41]1[C:47]2[CH:48]=[C:49]([O:54][CH:55]([CH3:57])[CH3:56])[C:50]([O:52][CH3:53])=[CH:51][C:46]=2[N:45]=[C:44]2[NH:58][NH:59][C:60]([CH3:61])=[C:43]2[N:42]=1. (5) Given the reactants [Cl:1][C:2]1[C:3]([C:9](=[O:11])[CH3:10])=[N:4][CH:5]=[C:6](Cl)[CH:7]=1.C(=O)([O-])[O-:13].[K+].[K+].C(=NO)C.O, predict the reaction product. The product is: [Cl:1][C:2]1[C:3]([C:9](=[O:11])[CH3:10])=[N:4][CH:5]=[C:6]([OH:13])[CH:7]=1.